This data is from Forward reaction prediction with 1.9M reactions from USPTO patents (1976-2016). The task is: Predict the product of the given reaction. (1) The product is: [ClH:19].[CH:13]1([CH2:12][C@@H:9]2[CH2:10][S:7][C:6]([NH2:5])=[N:8]2)[CH2:18][CH2:17][CH2:16][CH2:15][CH2:14]1. Given the reactants C([NH:5][C:6]([NH:8][C@H:9]([CH2:12][CH:13]1[CH2:18][CH2:17][CH2:16][CH2:15][CH2:14]1)[CH2:10]O)=[S:7])(C)(C)C.[ClH:19], predict the reaction product. (2) Given the reactants [C:1]([O:5][C:6]([NH:8][C:9]1[CH:10]=[C:11]([CH2:15][OH:16])[CH:12]=[CH:13][CH:14]=1)=[O:7])([CH3:4])([CH3:3])[CH3:2].C(N(CC)CC)C.[CH3:24][S:25](Cl)(=[O:27])=[O:26].[Cl-].[NH4+], predict the reaction product. The product is: [S:25]([O:16][CH2:15][C:11]1[CH:12]=[CH:13][CH:14]=[C:9]([NH:8][C:6]([O:5][C:1]([CH3:4])([CH3:2])[CH3:3])=[O:7])[CH:10]=1)([CH3:24])(=[O:27])=[O:26]. (3) Given the reactants C(OC(=O)[NH:7][C:8]1[CH:13]=[CH:12][C:11]([C:14]2C=C[CH:17]=[C:16](F)[CH:15]=2)=[CH:10][C:9]=1[NH:21][C:22](=[O:37])[CH2:23][C:24]([C:26]1[CH:31]=[CH:30][CH:29]=[C:28]([N:32]2[CH:36]=[CH:35][N:34]=[CH:33]2)[CH:27]=1)=O)(C)(C)C.[C:39](O)([C:41]([F:44])(F)F)=O, predict the reaction product. The product is: [F:44][C:41]1[CH:39]=[C:14]([C:11]2[CH:12]=[CH:13][C:8]3[N:7]=[C:24]([C:26]4[CH:31]=[CH:30][CH:29]=[C:28]([N:32]5[CH:36]=[CH:35][N:34]=[CH:33]5)[CH:27]=4)[CH2:23][C:22](=[O:37])[NH:21][C:9]=3[CH:10]=2)[CH:15]=[CH:16][CH:17]=1. (4) The product is: [Br:1][C:2]1[CH:6]=[C:5]([N:7]([CH2:8][CH2:9][CH3:10])[CH2:11][CH:12]([OH:13])[C:29]([F:32])([F:31])[F:30])[S:4][C:3]=1[C:14]#[N:15]. Given the reactants [Br:1][C:2]1[CH:6]=[C:5]([N:7]([CH2:11][CH:12]=[O:13])[CH2:8][CH2:9][CH3:10])[S:4][C:3]=1[C:14]#[N:15].[F-].[Cs+].C(=O)=O.CC(C)=O.[Si]([C:29]([F:32])([F:31])[F:30])(C)(C)C, predict the reaction product. (5) The product is: [NH2:25][CH:15]([C:13]1[CH:12]=[C:4]([CH:3]=[C:2]([Br:1])[CH:14]=1)[C:5]([O:7][C:8]([CH3:11])([CH3:10])[CH3:9])=[O:6])[C:16]([F:19])([F:18])[F:17]. Given the reactants [Br:1][C:2]1[CH:3]=[C:4]([CH:12]=[C:13]([C:15](=O)[C:16]([F:19])([F:18])[F:17])[CH:14]=1)[C:5]([O:7][C:8]([CH3:11])([CH3:10])[CH3:9])=[O:6].C[Si]([N-:25][Si](C)(C)C)(C)C.[Li+].CSC.B.[OH-].[Na+], predict the reaction product. (6) Given the reactants [CH2:1]([O:9][C:10]1[CH:11]=[C:12]([CH:15]=[CH:16][CH:17]=1)[CH:13]=[O:14])[CH2:2][C:3]1[CH:8]=[CH:7][CH:6]=[CH:5][CH:4]=1.[C:18](#[N:20])[CH3:19], predict the reaction product. The product is: [OH:14][CH:13]([C:12]1[CH:15]=[CH:16][CH:17]=[C:10]([O:9][CH2:1][CH2:2][C:3]2[CH:4]=[CH:5][CH:6]=[CH:7][CH:8]=2)[CH:11]=1)[CH2:19][C:18]#[N:20]. (7) Given the reactants [CH3:1][O:2][C:3]1[C:8]2[CH2:9][CH2:10][CH:11]([N:14]3[CH2:19][CH2:18][O:17][CH2:16][CH2:15]3)[CH2:12][CH2:13][C:7]=2[CH:6]=[CH:5][C:4]=1[NH2:20].C(O)(C)C.C(=O)=O, predict the reaction product. The product is: [CH3:1][O:2][C:3]1[C:8]2[CH2:9][CH2:10][C@@H:11]([N:14]3[CH2:19][CH2:18][O:17][CH2:16][CH2:15]3)[CH2:12][CH2:13][C:7]=2[CH:6]=[CH:5][C:4]=1[NH2:20]. (8) Given the reactants C([O-])(=O)C.[NH4+].[C:6]([N:11]1[CH2:16][CH2:15][C:14](=O)[CH:13]([CH3:18])[CH2:12]1)([O:8][CH2:9][CH3:10])=[O:7].C([BH3-])#[N:20].[Na+], predict the reaction product. The product is: [NH2:20][CH:14]1[CH2:15][CH2:16][N:11]([C:6]([O:8][CH2:9][CH3:10])=[O:7])[CH2:12][CH:13]1[CH3:18]. (9) Given the reactants [Br:1][C:2]1[CH:7]=[CH:6][C:5]([N+:8]([O-:10])=[O:9])=[C:4](F)[CH:3]=1.CC[N:14]([CH:18]([CH3:20])[CH3:19])C(C)C.C1(N)CC1, predict the reaction product. The product is: [Br:1][C:2]1[CH:7]=[CH:6][C:5]([N+:8]([O-:10])=[O:9])=[C:4]([NH:14][CH:18]2[CH2:20][CH2:19]2)[CH:3]=1. (10) Given the reactants [NH2:1][C:2]1[CH:3]=[C:4]2[C:9](=[CH:10][C:11]=1[N:12]1[CH2:17][CH2:16][CH:15]([N:18]3[CH2:22][CH2:21][CH2:20][CH2:19]3)[CH2:14][CH2:13]1)[N:8]=[CH:7][C:6]([C:23]#[N:24])=[C:5]2[NH:25][C:26]1[CH:31]=[CH:30][C:29]([S:32][C:33]2[N:34]([CH3:38])[CH:35]=[CH:36][N:37]=2)=[C:28]([Cl:39])[CH:27]=1.C(N(CC)C1C=CC=CC=1)C.[C:51](Cl)(=[O:53])[CH3:52].CN1CC[CH2:58][C:57]1=[O:61], predict the reaction product. The product is: [C:51]([N:1]([C:2]1[CH:3]=[C:4]2[C:9](=[CH:10][C:11]=1[N:12]1[CH2:13][CH2:14][CH:15]([N:18]3[CH2:19][CH2:20][CH2:21][CH2:22]3)[CH2:16][CH2:17]1)[N:8]=[CH:7][C:6]([C:23]#[N:24])=[C:5]2[NH:25][C:26]1[CH:31]=[CH:30][C:29]([S:32][C:33]2[N:34]([CH3:38])[CH:35]=[CH:36][N:37]=2)=[C:28]([Cl:39])[CH:27]=1)[C:57](=[O:61])[CH3:58])(=[O:53])[CH3:52].